From a dataset of Catalyst prediction with 721,799 reactions and 888 catalyst types from USPTO. Predict which catalyst facilitates the given reaction. (1) Reactant: [CH:1]1([N:6]2[CH2:14][C:11]3([CH2:13][CH2:12]3)[C:10](=[O:15])[N:9]([CH3:16])[C:8]3[CH:17]=[N:18][C:19]([NH:21][C:22]4[CH:30]=[CH:29][C:25]([C:26]([OH:28])=O)=[CH:24][C:23]=4[O:31][CH3:32])=[N:20][C:7]2=3)[CH2:5][CH2:4][CH2:3][CH2:2]1.ON1C2C=CC=CC=2N=N1.F[P-](F)(F)(F)(F)F.CN(C(N(C)C)=[N+]1C2C=CC=CC=2[N+]([O-])=N1)C.C(N(C(C)C)C(C)C)C.[NH2:76][CH:77]1[CH2:82][CH2:81][N:80]([CH3:83])[CH2:79][CH2:78]1. The catalyst class is: 9. Product: [CH:1]1([N:6]2[CH2:14][C:11]3([CH2:12][CH2:13]3)[C:10](=[O:15])[N:9]([CH3:16])[C:8]3[CH:17]=[N:18][C:19]([NH:21][C:22]4[CH:30]=[CH:29][C:25]([C:26]([NH:76][CH:77]5[CH2:82][CH2:81][N:80]([CH3:83])[CH2:79][CH2:78]5)=[O:28])=[CH:24][C:23]=4[O:31][CH3:32])=[N:20][C:7]2=3)[CH2:5][CH2:4][CH2:3][CH2:2]1. (2) Reactant: C([O-])([O-])=O.[K+].[K+].Br[CH2:8][CH2:9]Br.[NH2:11][C:12]1[CH:17]=[CH:16][CH:15]=[CH:14][C:13]=1[SH:18]. Product: [S:18]1[C:13]2[CH:14]=[CH:15][CH:16]=[CH:17][C:12]=2[NH:11][CH2:9][CH2:8]1. The catalyst class is: 21.